Dataset: Forward reaction prediction with 1.9M reactions from USPTO patents (1976-2016). Task: Predict the product of the given reaction. (1) Given the reactants [NH2:1][C:2]([CH3:17])([CH2:5][N:6]1[N:10]=[C:9]2[CH:11]=[C:12]([Cl:16])[CH:13]=[C:14]([Cl:15])[C:8]2=[N:7]1)[C:3]#[N:4].[C:18]1([C:27]2[CH:32]=[CH:31][CH:30]=[CH:29][CH:28]=2)[CH:23]=[CH:22][C:21]([C:24](Cl)=[O:25])=[CH:20][CH:19]=1, predict the reaction product. The product is: [C:3]([C:2]([NH:1][C:24]([C:21]1[CH:22]=[CH:23][C:18]([C:27]2[CH:28]=[CH:29][CH:30]=[CH:31][CH:32]=2)=[CH:19][CH:20]=1)=[O:25])([CH3:17])[CH2:5][N:6]1[N:10]=[C:9]2[CH:11]=[C:12]([Cl:16])[CH:13]=[C:14]([Cl:15])[C:8]2=[N:7]1)#[N:4]. (2) The product is: [CH:23]1([C:22]2[C:21]3[S:29][C:30]([C:33]([OH:35])=[O:34])=[C:31]([CH3:32])[C:20]=3[N:18]3[C:17]=2[C:16]2[CH:37]=[CH:38][CH:39]=[CH:40][C:15]=2[O:14][CH2:13][C@H:12]([N:11]([CH3:41])[CH3:9])[CH2:19]3)[CH2:24][CH2:25][CH2:26][CH2:27][CH2:28]1. Given the reactants C(O[C:9]([NH:11][C@@H:12]1[CH2:19][N:18]2[C:20]3[C:31]([CH3:32])=[C:30]([C:33]([O:35]C)=[O:34])[S:29][C:21]=3[C:22]([CH:23]3[CH2:28][CH2:27][CH2:26][CH2:25][CH2:24]3)=[C:17]2[C:16]2[CH:37]=[CH:38][CH:39]=[CH:40][C:15]=2[O:14][CH2:13]1)=O)C1C=CC=CC=1.[CH3:41]COC(C)=O.CO.C=O.[BH3-]C#N.[Na+], predict the reaction product. (3) The product is: [C:14]([C:13]([C:12](=[O:17])[CH3:11])=[CH:1][C:3]1[CH:10]=[CH:9][C:6]([C:7]#[N:8])=[CH:5][CH:4]=1)(=[O:16])[CH3:15]. Given the reactants [CH:1]([C:3]1[CH:10]=[CH:9][C:6]([C:7]#[N:8])=[CH:5][CH:4]=1)=O.[CH3:11][C:12](=[O:17])[CH2:13][C:14](=[O:16])[CH3:15].C(O)(=O)C.N1CCCCC1, predict the reaction product. (4) Given the reactants BrC1C=CC(S(O[CH2:12][CH2:13][O:14][CH2:15][C:16]2[CH:21]=[CH:20][CH:19]=[CH:18][CH:17]=2)(=O)=O)=CC=1.[I-:22].[Na+], predict the reaction product. The product is: [I:22][CH2:12][CH2:13][O:14][CH2:15][C:16]1[CH:21]=[CH:20][CH:19]=[CH:18][CH:17]=1. (5) Given the reactants [Cl:1][C:2]1[CH:7]=[C:6]([C:8]([F:11])([F:10])[F:9])[CH:5]=[CH:4][C:3]=1[OH:12].C(=O)([O-])[O-].[K+].[K+].[Cl:19][C:20]1[C:26](Cl)=[CH:25][C:23]([NH2:24])=[C:22]([N+:28]([O-:30])=[O:29])[CH:21]=1, predict the reaction product. The product is: [Cl:19][C:20]1[C:26]([O:12][C:3]2[CH:4]=[CH:5][C:6]([C:8]([F:10])([F:11])[F:9])=[CH:7][C:2]=2[Cl:1])=[CH:25][C:23]([NH2:24])=[C:22]([N+:28]([O-:30])=[O:29])[CH:21]=1. (6) The product is: [OH:17][C:15]1[C:16]2[N:8]([C:5]3[CH:6]=[CH:7][C:2]([C:27]4[CH:28]=[CH:29][CH:30]=[CH:31][C:26]=4[OH:25])=[CH:3][CH:4]=3)[CH:9]=[CH:10][C:11]=2[NH:12][C:13](=[O:24])[C:14]=1[C:18]1[CH:23]=[CH:22][CH:21]=[CH:20][CH:19]=1. Given the reactants Br[C:2]1[CH:7]=[CH:6][C:5]([N:8]2[C:16]3[C:15]([OH:17])=[C:14]([C:18]4[CH:23]=[CH:22][CH:21]=[CH:20][CH:19]=4)[C:13](=[O:24])[NH:12][C:11]=3[CH:10]=[CH:9]2)=[CH:4][CH:3]=1.[OH:25][C:26]1[CH:31]=[CH:30][CH:29]=[CH:28][C:27]=1B(O)O.C([O-])([O-])=O.[Cs+].[Cs+], predict the reaction product.